Dataset: Peptide-MHC class II binding affinity with 134,281 pairs from IEDB. Task: Regression. Given a peptide amino acid sequence and an MHC pseudo amino acid sequence, predict their binding affinity value. This is MHC class II binding data. (1) The peptide sequence is KQAYAATVATAPEVK. The MHC is HLA-DQA10201-DQB10202 with pseudo-sequence HLA-DQA10201-DQB10202. The binding affinity (normalized) is 0.466. (2) The peptide sequence is YPKFLANVSTVLTGK. The MHC is DRB1_1001 with pseudo-sequence DRB1_1001. The binding affinity (normalized) is 0.635. (3) The peptide sequence is GITIKKTGQALVVGI. The MHC is HLA-DQA10102-DQB10602 with pseudo-sequence HLA-DQA10102-DQB10602. The binding affinity (normalized) is 0.543.